The task is: Predict the reactants needed to synthesize the given product.. This data is from Full USPTO retrosynthesis dataset with 1.9M reactions from patents (1976-2016). (1) Given the product [CH3:1][C:2]1[CH:3]=[C:4]([CH:25]=[C:26]([CH3:37])[C:27]=1[N:28]1[CH:32]=[C:31]([C:33]([F:35])([F:34])[F:36])[CH:30]=[N:29]1)[O:5][C@H:6]([C:10]1[CH:11]=[CH:12][C:13]([C:14]([NH:16][CH2:17][CH2:18][C:19]([OH:21])=[O:20])=[O:15])=[CH:23][CH:24]=1)[CH2:7][CH2:8][CH3:9], predict the reactants needed to synthesize it. The reactants are: [CH3:1][C:2]1[CH:3]=[C:4]([CH:25]=[C:26]([CH3:37])[C:27]=1[N:28]1[CH:32]=[C:31]([C:33]([F:36])([F:35])[F:34])[CH:30]=[N:29]1)[O:5][C@H:6]([C:10]1[CH:24]=[CH:23][C:13]([C:14]([NH:16][CH2:17][CH2:18][C:19]([O:21]C)=[O:20])=[O:15])=[CH:12][CH:11]=1)[CH2:7][CH2:8][CH3:9].CO.[OH-].[Na+].Cl. (2) Given the product [CH2:1]([O:8][C:9]1[C:18]([O:19][CH3:20])=[CH:17][C:16]2[N:15]=[CH:14][C:13]3[N:21]([CH3:32])[N:22]=[C:23]([C:24]4[CH:25]=[CH:26][C:27]([C:28]#[N:29])=[CH:30][CH:31]=4)[C:12]=3[C:11]=2[CH:10]=1)[C:2]1[CH:3]=[CH:4][CH:5]=[CH:6][CH:7]=1, predict the reactants needed to synthesize it. The reactants are: [CH2:1]([O:8][C:9]1[C:18]([O:19][CH3:20])=[CH:17][C:16]2[N:15]=[CH:14][C:13]3[NH:21][N:22]=[C:23]([C:24]4[CH:31]=[CH:30][C:27]([C:28]#[N:29])=[CH:26][CH:25]=4)[C:12]=3[C:11]=2[CH:10]=1)[C:2]1[CH:7]=[CH:6][CH:5]=[CH:4][CH:3]=1.[C:32]([O-])([O-])=O.[K+].[K+].IC.O. (3) Given the product [C:11]([O:15][C:7](=[O:8])/[CH:6]=[CH:5]/[C:4]([O:3][CH2:1][CH3:2])=[O:10])([CH3:14])([CH3:13])[CH3:12], predict the reactants needed to synthesize it. The reactants are: [CH2:1]([O:3][C:4](=[O:10])/[CH:5]=[CH:6]/[C:7](O)=[O:8])[CH3:2].[C:11]([OH:15])([CH3:14])([CH3:13])[CH3:12].C1CCC(N=C=NC2CCCCC2)CC1.CC(C)=O. (4) Given the product [NH2:30][CH2:29][C:28]1[CH:27]=[C:26]([N:25]2[C:19]3[N:18]=[CH:17][N:16]([CH2:15][C:11]4([OH:14])[CH2:12][CH2:13][N:8]([C:6](=[O:7])[C:5]5[CH:4]=[CH:3][C:2]([F:1])=[CH:35][CH:34]=5)[CH2:9][CH2:10]4)[C:21](=[O:22])[C:20]=3[CH:23]=[CH:24]2)[CH:33]=[CH:32][CH:31]=1, predict the reactants needed to synthesize it. The reactants are: [F:1][C:2]1[CH:35]=[CH:34][C:5]([C:6]([N:8]2[CH2:13][CH2:12][C:11]([CH2:15][N:16]3[C:21](=[O:22])[C:20]4[CH:23]=[CH:24][N:25]([C:26]5[CH:27]=[C:28]([CH:31]=[CH:32][CH:33]=5)[C:29]#[N:30])[C:19]=4[N:18]=[CH:17]3)([OH:14])[CH2:10][CH2:9]2)=[O:7])=[CH:4][CH:3]=1.[OH-].[Li+]. (5) Given the product [Cl:32][C:30]1[CH:31]=[C:26]([CH:22]2[C:21]3[N:18]=[C:16]([NH:15][C:5]4[CH:6]=[CH:7][C:8]([N:9]5[CH:13]=[C:12]([CH3:14])[N:11]=[CH:10]5)=[C:3]([O:2][CH3:1])[CH:4]=4)[S:17][C:20]=3[CH2:25][CH2:24][CH2:23]2)[CH:27]=[C:28]([Cl:33])[CH:29]=1, predict the reactants needed to synthesize it. The reactants are: [CH3:1][O:2][C:3]1[CH:4]=[C:5]([NH:15][C:16]([NH2:18])=[S:17])[CH:6]=[CH:7][C:8]=1[N:9]1[CH:13]=[C:12]([CH3:14])[N:11]=[CH:10]1.Br[CH:20]1[CH2:25][CH2:24][CH2:23][CH:22]([C:26]2[CH:31]=[C:30]([Cl:32])[CH:29]=[C:28]([Cl:33])[CH:27]=2)[C:21]1=O. (6) Given the product [Cl:20][CH2:11][C:9]1[CH:8]=[CH:7][N:6]=[C:5]([S:2]([CH3:1])(=[O:4])=[O:3])[N:10]=1, predict the reactants needed to synthesize it. The reactants are: [CH3:1][S:2]([C:5]1[N:10]=[C:9]([CH2:11]O)[CH:8]=[CH:7][N:6]=1)(=[O:4])=[O:3].CN(C)C=O.S(Cl)([Cl:20])=O. (7) Given the product [N+:20]([C:21]1[CH:30]=[C:29]2[C:25]([CH2:26][CH2:27][CH2:28]2)=[CH:24][C:22]=1[NH:23][C:10](=[O:11])[CH3:12])([O-:34])=[O:36], predict the reactants needed to synthesize it. The reactants are: OO.C(O[C:10]([C:12](F)(F)F)=[O:11])(C(F)(F)F)=O.C(C1N=[N+:20]([O-:34])[C:21]2[CH:30]=[C:29]3[C:25]([CH2:26][CH:27](CCO)[CH2:28]3)=[CH:24][C:22]=2[N:23]=1)C.C(O)(C(F)(F)F)=[O:36]. (8) Given the product [C:1]([NH:4][C:5]1[CH:10]=[CH:9][C:8]([O:11][CH2:30][C:27]([OH:28])([CH3:29])[C:25]([NH:24][C:17]2[CH:18]=[CH:19][C:20]([N+:21]([O-:23])=[O:22])=[C:15]([CH3:14])[CH:16]=2)=[O:26])=[CH:7][CH:6]=1)(=[O:3])[CH3:2], predict the reactants needed to synthesize it. The reactants are: [C:1]([NH:4][C:5]1[CH:10]=[CH:9][C:8]([OH:11])=[CH:7][CH:6]=1)(=[O:3])[CH3:2].[H-].[Na+].[CH3:14][C:15]1[CH:16]=[C:17]([NH:24][C:25]([C:27]2([CH3:30])[CH2:29][O:28]2)=[O:26])[CH:18]=[CH:19][C:20]=1[N+:21]([O-:23])=[O:22].